This data is from Catalyst prediction with 721,799 reactions and 888 catalyst types from USPTO. The task is: Predict which catalyst facilitates the given reaction. (1) Reactant: [CH2:1]([N:4]([CH2:28][CH:29]=[CH2:30])[C:5]1[N:6]=[CH:7][C:8]([CH:11]([OH:27])[C:12]([N:15]2[CH2:26][CH2:25][C:18]3([C:22](=[O:23])[NH:21][CH:20]([CH3:24])[CH2:19]3)[CH2:17][CH2:16]2)([CH3:14])[CH3:13])=[N:9][CH:10]=1)[CH:2]=[CH2:3].Br[C:32]1[CH2:36][O:35][C:34](=[O:37])[CH:33]=1.CC1(C)C2C(=C(P(C3C=CC=CC=3)C3C=CC=CC=3)C=CC=2)OC2C(P(C3C=CC=CC=3)C3C=CC=CC=3)=CC=CC1=2.C(=O)([O-])[O-].[K+].[K+]. Product: [CH2:1]([N:4]([CH2:28][CH:29]=[CH2:30])[C:5]1[N:6]=[CH:7][C:8]([CH:11]([OH:27])[C:12]([N:15]2[CH2:16][CH2:17][C:18]3([C:22](=[O:23])[N:21]([C:32]4[CH2:36][O:35][C:34](=[O:37])[CH:33]=4)[CH:20]([CH3:24])[CH2:19]3)[CH2:25][CH2:26]2)([CH3:14])[CH3:13])=[N:9][CH:10]=1)[CH:2]=[CH2:3]. The catalyst class is: 160. (2) Reactant: [CH3:1][P:2]([O:6]CC)[O:3][CH2:4][CH3:5].Br[C:10]1[CH:11]=[C:12](/[CH:16]=[CH:17]/[C:18]([O:20][C:21]([CH3:24])([CH3:23])[CH3:22])=[O:19])[CH:13]=[CH:14][CH:15]=1.C(N(CC)CC)C. Product: [CH2:4]([O:3][P:2]([C:10]1[CH:11]=[C:12](/[CH:16]=[CH:17]/[C:18]([O:20][C:21]([CH3:24])([CH3:23])[CH3:22])=[O:19])[CH:13]=[CH:14][CH:15]=1)([CH3:1])=[O:6])[CH3:5]. The catalyst class is: 73. (3) The catalyst class is: 268. Product: [C:20]([O:28][CH:29]([P:33]([O:35][CH2:36][CH3:37])([O:38][CH2:39][CH3:40])=[O:34])[C:30]([O:32][CH3:17])=[O:31])(=[O:27])[C:21]1[CH:22]=[CH:23][CH:24]=[CH:25][CH:26]=1. Reactant: [N+](=C)=[N-].CN(N=O)C(N[N+]([O-])=O)=N.[OH-].[Na+].N[C:17](N)=N.[C:20]([O:28][CH:29]([P:33]([O:38][CH2:39][CH3:40])([O:35][CH2:36][CH3:37])=[O:34])[C:30]([OH:32])=[O:31])(=[O:27])[C:21]1[CH:26]=[CH:25][CH:24]=[CH:23][CH:22]=1.